Dataset: Reaction yield outcomes from USPTO patents with 853,638 reactions. Task: Predict the reaction yield, written as a fraction of the theoretical maximum amount of product (1.0 means a 100% yield; for example, 0.34 means a 34% yield). The catalyst is C(O)C. The reactants are Cl[CH2:2][C@H:3]([OH:18])[CH2:4][P:5]([C:10]([O:15][CH2:16][CH3:17])([O:12][CH2:13][CH3:14])[CH3:11])(=[O:9])[O:6][CH2:7][CH3:8].[NH3:19]. The product is [NH2:19][CH2:2][C@H:3]([OH:18])[CH2:4][P:5]([C:10]([O:15][CH2:16][CH3:17])([O:12][CH2:13][CH3:14])[CH3:11])(=[O:9])[O:6][CH2:7][CH3:8]. The yield is 0.260.